From a dataset of Forward reaction prediction with 1.9M reactions from USPTO patents (1976-2016). Predict the product of the given reaction. Given the reactants C([O:8][N:9]1[C:18](=[O:19])[C:17]2[C:12](=[CH:13][C:14]([F:21])=[C:15]([F:20])[CH:16]=2)[N:11]([CH3:22])[C:10]1=[O:23])C1C=CC=CC=1.[H][H], predict the reaction product. The product is: [F:20][C:15]1[CH:16]=[C:17]2[C:12](=[CH:13][C:14]=1[F:21])[N:11]([CH3:22])[C:10](=[O:23])[N:9]([OH:8])[C:18]2=[O:19].